Dataset: Reaction yield outcomes from USPTO patents with 853,638 reactions. Task: Predict the reaction yield, written as a fraction of the theoretical maximum amount of product (1.0 means a 100% yield; for example, 0.34 means a 34% yield). (1) The reactants are [NH:1]1[CH2:6][CH2:5][CH2:4][CH:3]([CH2:7][OH:8])[CH2:2]1.C(=O)([O-])[O-].[K+].[K+].[CH2:15](Br)[CH3:16]. The catalyst is CN(C)C=O. The product is [CH2:15]([N:1]1[CH2:6][CH2:5][CH2:4][CH:3]([CH2:7][OH:8])[CH2:2]1)[CH3:16]. The yield is 0.990. (2) The reactants are [C:1](N1C=CN=C1)(N1C=CN=C1)=[O:2].[C:13]([O:17][C:18]([N:20]1[CH2:25][CH2:24][CH:23]([NH:26][C:27]2[CH:32]=[CH:31][C:30]([Cl:33])=[CH:29][C:28]=2[CH2:34][NH2:35])[CH2:22][CH2:21]1)=[O:19])([CH3:16])([CH3:15])[CH3:14]. The catalyst is CC#N.C(Cl)Cl. The product is [C:13]([O:17][C:18]([N:20]1[CH2:25][CH2:24][CH:23]([N:26]2[C:27]3[C:28](=[CH:29][C:30]([Cl:33])=[CH:31][CH:32]=3)[CH2:34][NH:35][C:1]2=[O:2])[CH2:22][CH2:21]1)=[O:19])([CH3:16])([CH3:14])[CH3:15]. The yield is 0.630. (3) The reactants are N[C:2]1[C:7]([N+:8]([O-:10])=[O:9])=[CH:6][C:5]([Br:11])=[CH:4][N:3]=1.C(ON=O)(C)(C)C.[C:19](#[N:21])C. No catalyst specified. The yield is 0.410. The product is [Br:11][C:5]1[CH:6]=[C:7]([N+:8]([O-:10])=[O:9])[C:2]([C:19]#[N:21])=[N:3][CH:4]=1. (4) The reactants are [OH:1][C:2]1[CH:7]=[CH:6][C:5]([CH2:8][C:9]([O:11][CH3:12])=[O:10])=[CH:4][CH:3]=1.Br[CH:14]([CH3:16])[CH3:15].C(=O)([O-])[O-].[K+].[K+]. The catalyst is CN(C=O)C. The product is [CH:14]([O:1][C:2]1[CH:3]=[CH:4][C:5]([CH2:8][C:9]([O:11][CH3:12])=[O:10])=[CH:6][CH:7]=1)([CH3:16])[CH3:15]. The yield is 0.800. (5) The reactants are [CH3:1][C:2]([NH:4][CH:5]1[C:15]2[CH:16]=[C:17]([OH:20])[CH:18]=[CH:19][C:14]=2[C:13]2[C:8](=[CH:9][C:10]([O:25][CH3:26])=[C:11]([O:23][CH3:24])[C:12]=2[O:21][CH3:22])[CH2:7][CH2:6]1)=[O:3].Cl[C:28](OC1C=CC([N+]([O-])=O)=CC=1)=[O:29].C(N(CC)CC)C.[NH2:47][CH2:48][CH2:49][CH2:50][CH2:51][N:52]1[CH2:57][CH2:56][O:55][CH2:54][CH2:53]1. The catalyst is ClCCl. The product is [O:55]1[CH2:54][CH2:53][N:52]([CH2:51][CH2:50][CH2:49][CH2:48][NH:47][C:28](=[O:29])[O:20][C:17]2[CH:18]=[CH:19][C:14]3[C:13]4[C:12]([O:21][CH3:22])=[C:11]([O:23][CH3:24])[C:10]([O:25][CH3:26])=[CH:9][C:8]=4[CH2:7][CH2:6][C@H:5]([NH:4][C:2](=[O:3])[CH3:1])[C:15]=3[CH:16]=2)[CH2:57][CH2:56]1. The yield is 0.240.